Task: Predict the reaction yield, written as a fraction of the theoretical maximum amount of product (1.0 means a 100% yield; for example, 0.34 means a 34% yield).. Dataset: Reaction yield outcomes from USPTO patents with 853,638 reactions The reactants are [CH2:1]([O:3][C:4](=[O:17])[CH2:5][CH:6]1[CH2:9][N:8]([C:10]([O:12]C(C)(C)C)=O)[CH2:7]1)[CH3:2].O1CCOCC1.C(N(CC)[CH:28]([CH3:30])[CH3:29])(C)C.C1(C(Cl)=O)CC1. The catalyst is Cl.ClCCl.O. The product is [CH:28]1([C:10]([N:8]2[CH2:7][CH:6]([CH2:5][C:4]([O:3][CH2:1][CH3:2])=[O:17])[CH2:9]2)=[O:12])[CH2:30][CH2:29]1. The yield is 0.750.